This data is from Catalyst prediction with 721,799 reactions and 888 catalyst types from USPTO. The task is: Predict which catalyst facilitates the given reaction. (1) Reactant: N[C:2]1[CH:3]=[C:4]([CH:15]=[CH:16][CH:17]=1)[CH2:5][C:6]1[CH:7]=[C:8]([C:11]([O:13][CH3:14])=[O:12])[S:9][CH:10]=1.Cl.N([O-])=O.[Na+].[I:23]I.S(=O)(O)[O-].[Na+]. Product: [I:23][C:2]1[CH:3]=[C:4]([CH:15]=[CH:16][CH:17]=1)[CH2:5][C:6]1[CH:7]=[C:8]([C:11]([O:13][CH3:14])=[O:12])[S:9][CH:10]=1. The catalyst class is: 211. (2) Reactant: [C:1]([N:5]1[C:9]([CH3:10])=[C:8]([N:11]2[C:15](=[O:16])[NH:14][N:13]=[N:12]2)[CH:7]=[N:6]1)([CH3:4])([CH3:3])[CH3:2].[C:17](=O)([O-])[O-].[K+].[K+].S(OC)(OC)(=O)=O.C(=O)(O)[O-].[Na+]. Product: [C:1]([N:5]1[C:9]([CH3:10])=[C:8]([N:11]2[C:15](=[O:16])[N:14]([CH3:17])[N:13]=[N:12]2)[CH:7]=[N:6]1)([CH3:4])([CH3:2])[CH3:3]. The catalyst class is: 9. (3) Reactant: [CH3:1][C:2]1[N:3]=[CH:4][N:5]([C:7]2[CH:8]=[C:9]([CH:14]=[CH:15][N:16]=2)[C:10]([O:12]C)=[O:11])[CH:6]=1.[OH-].[Na+].Cl. Product: [CH3:1][C:2]1[N:3]=[CH:4][N:5]([C:7]2[CH:8]=[C:9]([CH:14]=[CH:15][N:16]=2)[C:10]([OH:12])=[O:11])[CH:6]=1. The catalyst class is: 8. (4) Reactant: [CH3:1][C:2]1[CH:20]=[CH:19][C:5]([C:6]([NH:8][C:9]2[CH:10]=[C:11]3[C:16](=[CH:17][CH:18]=2)[CH2:15][NH:14][CH2:13][CH2:12]3)=[O:7])=[C:4]([N:21]2[CH2:26][CH2:25][CH:24]([CH3:27])[CH2:23][CH2:22]2)[N:3]=1.[CH:28]([C:30]1[CH:37]=[CH:36][C:33]([C:34]#[N:35])=[CH:32][CH:31]=1)=O.C(O[BH-](OC(=O)C)OC(=O)C)(=O)C.[Na+]. Product: [C:34]([C:33]1[CH:36]=[CH:37][C:30]([CH2:28][N:14]2[CH2:13][CH2:12][C:11]3[C:16](=[CH:17][CH:18]=[C:9]([NH:8][C:6](=[O:7])[C:5]4[CH:19]=[CH:20][C:2]([CH3:1])=[N:3][C:4]=4[N:21]4[CH2:26][CH2:25][CH:24]([CH3:27])[CH2:23][CH2:22]4)[CH:10]=3)[CH2:15]2)=[CH:31][CH:32]=1)#[N:35]. The catalyst class is: 4. (5) The catalyst class is: 5. Reactant: [CH2:1]([N:3]([CH:34]1[CH2:39][CH2:38][O:37][CH2:36][CH2:35]1)[C:4]1[C:5]([CH3:33])=[C:6]([CH:22]=[C:23]([C:25]#[C:26][CH:27]2[CH2:32][CH2:31][NH:30][CH2:29][CH2:28]2)[CH:24]=1)[C:7]([NH:9][CH2:10][C:11]1[C:12](=[O:21])[NH:13][C:14]([CH3:20])=[CH:15][C:16]=1[CH:17]([CH3:19])[CH3:18])=[O:8])[CH3:2].[CH3:40][C@H:41]1[CH2:43][O:42]1. Product: [CH2:1]([N:3]([CH:34]1[CH2:39][CH2:38][O:37][CH2:36][CH2:35]1)[C:4]1[C:5]([CH3:33])=[C:6]([CH:22]=[C:23]([C:25]#[C:26][CH:27]2[CH2:28][CH2:29][N:30]([CH2:40][C@@H:41]([OH:42])[CH3:43])[CH2:31][CH2:32]2)[CH:24]=1)[C:7]([NH:9][CH2:10][C:11]1[C:12](=[O:21])[NH:13][C:14]([CH3:20])=[CH:15][C:16]=1[CH:17]([CH3:19])[CH3:18])=[O:8])[CH3:2]. (6) Reactant: [F:1][C:2]1[CH:3]=[C:4]([C:10]2[S:11][C:12]3[CH2:13][C:14]4[C:20]([C:21]5[CH:26]=[CH:25][C:24]([O:27][CH3:28])=[CH:23][CH:22]=5)=[N:19][N:18](COCC[Si](C)(C)C)[C:15]=4[C:16]=3[CH:17]=2)[CH:5]=[CH:6][C:7]=1[O:8][CH3:9].Cl. Product: [F:1][C:2]1[CH:3]=[C:4]([C:10]2[S:11][C:12]3[CH2:13][C:14]4[C:20]([C:21]5[CH:22]=[CH:23][C:24]([O:27][CH3:28])=[CH:25][CH:26]=5)=[N:19][NH:18][C:15]=4[C:16]=3[CH:17]=2)[CH:5]=[CH:6][C:7]=1[O:8][CH3:9]. The catalyst class is: 5. (7) Reactant: [F:1][C:2]1[CH:7]=[CH:6][CH:5]=[CH:4][C:3]=1[N:8]1[C:16]2[C:11](=[C:12]([N:17]3[CH2:21][CH2:20][NH:19][C:18]3=[O:22])[CH:13]=[CH:14][CH:15]=2)[CH:10]=[N:9]1.[H-].[Na+].Cl[CH2:26][C:27]1[S:28][C:29]([CH3:32])=[N:30][N:31]=1. Product: [F:1][C:2]1[CH:7]=[CH:6][CH:5]=[CH:4][C:3]=1[N:8]1[C:16]2[C:11](=[C:12]([N:17]3[CH2:21][CH2:20][N:19]([CH2:26][C:27]4[S:28][C:29]([CH3:32])=[N:30][N:31]=4)[C:18]3=[O:22])[CH:13]=[CH:14][CH:15]=2)[CH:10]=[N:9]1. The catalyst class is: 7.